This data is from Peptide-MHC class I binding affinity with 185,985 pairs from IEDB/IMGT. The task is: Regression. Given a peptide amino acid sequence and an MHC pseudo amino acid sequence, predict their binding affinity value. This is MHC class I binding data. (1) The peptide sequence is IEELRQHLL. The MHC is HLA-B35:01 with pseudo-sequence HLA-B35:01. The binding affinity (normalized) is 0.113. (2) The peptide sequence is SVDSDHLGY. The MHC is HLA-A69:01 with pseudo-sequence HLA-A69:01. The binding affinity (normalized) is 0.0847.